This data is from Full USPTO retrosynthesis dataset with 1.9M reactions from patents (1976-2016). The task is: Predict the reactants needed to synthesize the given product. (1) Given the product [Br:1][C:2]1[C:3]([CH3:9])=[N:4][C:5]([O:10][CH2:11][CH3:12])=[CH:6][CH:7]=1, predict the reactants needed to synthesize it. The reactants are: [Br:1][C:2]1[C:3]([CH3:9])=[N:4][C:5](F)=[CH:6][CH:7]=1.[O-:10][CH2:11][CH3:12].[Na+]. (2) Given the product [C:3]([C:7]1[S:8][CH:9]=[C:10]([C:12]([OH:14])=[O:13])[N:11]=1)([CH3:6])([CH3:4])[CH3:5], predict the reactants needed to synthesize it. The reactants are: [OH-].[Li+].[C:3]([C:7]1[S:8][CH:9]=[C:10]([C:12]([O:14]CC)=[O:13])[N:11]=1)([CH3:6])([CH3:5])[CH3:4].Cl.